Dataset: Experimentally validated miRNA-target interactions with 360,000+ pairs, plus equal number of negative samples. Task: Binary Classification. Given a miRNA mature sequence and a target amino acid sequence, predict their likelihood of interaction. (1) The miRNA is mmu-miR-350-3p with sequence UUCACAAAGCCCAUACACUUUC. The protein sequence of the target gene is MALLCGLGQVTLRLWVPLPFQSENRIGFLAAGAFLRSGGMEALTTQLGPGREGSSSPNSKQELQPYSGSSALKPNQVGETSLYGVPIVSLVIDGQERLCLAQISNTLLKNYSYNEIHNRRVALGITCVQCTPVQLEILRRAGAMPISSRRCGMITKREAERLCKSFLGEHKPPKLPENFAFDVVHECAWGSRGSFIPARYNSSRAKCIKCGYCSMYFSPNKFIFHSHRTPDAKYTQPDAANFNSWRRHLKLSDKSATDELSHAWEDVKAMFNGGTRKRTFSLQGGGGGGANSGSGGAGKG.... Result: 1 (interaction). (2) The miRNA is ath-miR164b-5p with sequence UGGAGAAGCAGGGCACGUGCA. The protein sequence of the target gene is MASSLLEEEVHYGSSPLAMLTAACSKFGGSSPLRDSTTLGKAGTKKPYSVGSDLSASKTMGDAYPAPFTSTNGLLSPAGSPPAPTSGYANDYPPFSHSFPGPTGTQDPGLLVPKGHSSSDCLPSVYTSLDMTHPYGSWYKAGIHAGISPGPGNTPTPWWDMHPGGNWLGGGQGQGDGLQGTLPTGPAQPPLNPQLPTYPSDFAPLNPAPYPAPHLLQPGPQHVLPQDVYKPKAVGNSGQLEGSGGAKPPRGASTGGSGGYGGSGAGRSSCDCPNCQELERLGAAAAGLRKKPIHSCHIPG.... Result: 0 (no interaction). (3) The miRNA is mmu-miR-665-3p with sequence ACCAGGAGGCUGAGGUCCCU. The protein sequence of the target gene is MLAPIPEPKPGDLIEIFRPMYRHWAIYVGDGYVIHLAPPSEIAGAGAASIMSALTDKAIVKKELLCHVAGKDKYQVNNKHDEEYTPLPLSKIIQRAERLVGQEVLYRLTSENCEHFVNELRYGVPRSDQVRDAVKAVGIAGVGLAALGLVGVMLSRNKKQKQ. Result: 1 (interaction). (4) The miRNA is hsa-miR-6133 with sequence UGAGGGAGGAGGUUGGGUA. The protein sequence of the target gene is MLGSGFKAERLRVNLRLVINRLKLLEKKKTELAQKARKEIADYLAAGKDERARIRVEHIIREDYLVEAMEILELYCDLLLARFGLIQSMKELDSGLAESVSTLIWAAPRLQSEVAELKIVADQLCAKYSKEYGKLCRTNQIGTVNDRLMHKLSVEAPPKILVERYLIEIAKNYNVPYEPDSVVMAEAPPGVETDLIDVGFTDDVKKGGPGRGGSGGFTAPVGGPDGTVPMPMPMPMPSANTPFSYPLPKGPSDFNGLPMGTYQAFPNIHPPQIPATPPSYESVDDINADKNISSAQIVGP.... Result: 1 (interaction). (5) The miRNA is hsa-miR-516a-3p with sequence UGCUUCCUUUCAGAGGGU. The protein sequence of the target gene is MAPLLPIRTLPLILILLALLSPGAADFNISSLSGLLSPALTESLLVALPPCHLTGGNATLMVRRANDSKVVTSSFVVPPCRGRRELVSVVDSGAGFTVTRLSAYQVTNLVPGTKFYISYLVKKGTATESSREIPMSTLPRRNMESIGLGMARTGGMVVITVLLSVAMFLLVLGFIIALALGSRK. Result: 0 (no interaction). (6) The miRNA is hsa-miR-553 with sequence AAAACGGUGAGAUUUUGUUUU. The protein sequence of the target gene is MDLILNRMDYLQVGVTSQKTMKLIPASRHRATQKVVIGDHDGVVMCFGMKKGEAAAVFKTLPGPKIARLELGGVINTPQEKIFIAAASEIRGFTKRGKQFLSFETNLTESIKAMHISGSDLFLSASYIYNHYCDCKDQHYYLSGDKINDVICLPVERLSRITPVLACQDRVLRVLQGSDVMYAVEVPGPPTVLALHNGNGGDSGEDLLFGTSDGKLALIQITTSKPVRKWEIQNEKKRGGILCIDSFDIVGDGVKDLLVGRDDGMVEVYSFDNANEPVLRFDQMLSESVTSIQGGCVGKD.... Result: 0 (no interaction). (7) The miRNA is cel-miR-49-3p with sequence AAGCACCACGAGAAGCUGCAGA. The protein sequence of the target gene is MAELPHRIIKETQRLLAEPVPGIKAEPDESNARYFHVVIAGESKDSPFEGGTFKRELLLAEEYPMAAPKVRFMTKIYHPNVDKLERISLDILKDKWSPALQIRTVLLSIQALLNAPNPDDPLANDVVEQWKTNEAQAIETARAWTRLYAMNSI. Result: 0 (no interaction).